This data is from Merck oncology drug combination screen with 23,052 pairs across 39 cell lines. The task is: Regression. Given two drug SMILES strings and cell line genomic features, predict the synergy score measuring deviation from expected non-interaction effect. (1) Drug 1: CC(C)CC(NC(=O)C(Cc1ccccc1)NC(=O)c1cnccn1)B(O)O. Drug 2: Cn1cc(-c2cnn3c(N)c(Br)c(C4CCCNC4)nc23)cn1. Cell line: UACC62. Synergy scores: synergy=-14.2. (2) Drug 1: CN1C(=O)C=CC2(C)C3CCC4(C)C(NC(=O)OCC(F)(F)F)CCC4C3CCC12. Drug 2: Cn1nnc2c(C(N)=O)ncn2c1=O. Cell line: NCIH2122. Synergy scores: synergy=-9.38. (3) Drug 1: CN(C)C(=N)N=C(N)N. Drug 2: Cc1nc(Nc2ncc(C(=O)Nc3c(C)cccc3Cl)s2)cc(N2CCN(CCO)CC2)n1. Cell line: HT144. Synergy scores: synergy=-38.9. (4) Drug 1: CN(Cc1cnc2nc(N)nc(N)c2n1)c1ccc(C(=O)NC(CCC(=O)O)C(=O)O)cc1. Drug 2: Cn1cc(-c2cnn3c(N)c(Br)c(C4CCCNC4)nc23)cn1. Cell line: MDAMB436. Synergy scores: synergy=3.33. (5) Drug 1: CS(=O)(=O)CCNCc1ccc(-c2ccc3ncnc(Nc4ccc(OCc5cccc(F)c5)c(Cl)c4)c3c2)o1. Drug 2: Cn1c(=O)n(-c2ccc(C(C)(C)C#N)cc2)c2c3cc(-c4cnc5ccccc5c4)ccc3ncc21. Cell line: UWB1289. Synergy scores: synergy=37.7. (6) Drug 1: O=c1[nH]cc(F)c(=O)[nH]1. Drug 2: C#Cc1cccc(Nc2ncnc3cc(OCCOC)c(OCCOC)cc23)c1. Cell line: NCIH23. Synergy scores: synergy=6.37. (7) Drug 1: CCN(CC)CCNC(=O)c1c(C)[nH]c(C=C2C(=O)Nc3ccc(F)cc32)c1C. Drug 2: Cn1c(=O)n(-c2ccc(C(C)(C)C#N)cc2)c2c3cc(-c4cnc5ccccc5c4)ccc3ncc21. Cell line: LOVO. Synergy scores: synergy=13.9. (8) Drug 1: NC1(c2ccc(-c3nc4ccn5c(=O)[nH]nc5c4cc3-c3ccccc3)cc2)CCC1. Drug 2: Cn1c(=O)n(-c2ccc(C(C)(C)C#N)cc2)c2c3cc(-c4cnc5ccccc5c4)ccc3ncc21. Cell line: HT29. Synergy scores: synergy=45.7. (9) Drug 1: COc1cc(C2c3cc4c(cc3C(OC3OC5COC(C)OC5C(O)C3O)C3COC(=O)C23)OCO4)cc(OC)c1O. Drug 2: O=C(NOCC(O)CO)c1ccc(F)c(F)c1Nc1ccc(I)cc1F. Cell line: HT29. Synergy scores: synergy=12.3.